Task: Predict the reactants needed to synthesize the given product.. Dataset: Full USPTO retrosynthesis dataset with 1.9M reactions from patents (1976-2016) (1) Given the product [NH2:10][CH2:9][CH2:8][CH2:7][C:4]1[CH:5]=[CH:6][N:1]=[CH:2][CH:3]=1, predict the reactants needed to synthesize it. The reactants are: [N:1]1[CH:6]=[CH:5][C:4]([CH2:7][CH2:8][CH2:9][N:10]2C(=O)C3=CC=CC=C3C2=O)=[CH:3][CH:2]=1.O.NN. (2) Given the product [Br:1][C:16]1[CH:15]=[CH:14][C:13]([O:17][CH2:18][C:19]2[CH:24]=[CH:23][CH:22]=[CH:21][CH:20]=2)=[CH:12][C:11]=1[CH2:9][CH3:10], predict the reactants needed to synthesize it. The reactants are: [Br:1]N1C(=O)CCC1=O.[CH2:9]([C:11]1[CH:12]=[C:13]([O:17][CH2:18][C:19]2[CH:24]=[CH:23][CH:22]=[CH:21][CH:20]=2)[CH:14]=[CH:15][CH:16]=1)[CH3:10]. (3) Given the product [CH2:1]([O:8][CH:9]1[CH2:10][CH:11]([NH:36][C:39](=[O:23])[O:45][C:43]([CH3:46])([CH3:44])[CH3:42])[CH2:12]1)[C:2]1[CH:3]=[CH:4][CH:5]=[CH:6][CH:7]=1, predict the reactants needed to synthesize it. The reactants are: [CH2:1]([O:8][CH:9]1[CH2:12][CH:11](C(O)=O)[CH2:10]1)[C:2]1[CH:7]=[CH:6][CH:5]=[CH:4][CH:3]=1.C1C=CC(P(N=[N+]=[N-])(C2C=CC=CC=2)=[O:23])=CC=1.C([N:36]([CH:39](C)C)CC)(C)C.[CH3:42][C:43]([CH3:46])([O-:45])[CH3:44].[K+]. (4) Given the product [CH3:13][NH:14][C:15]([C:17]1[C:21]2[CH:22]=[C:23]([O:27][CH:28]([CH3:30])[CH3:29])[C:24]([NH:26][CH2:1][CH3:2])=[CH:25][C:20]=2[O:19][C:18]=1[C:31]1[CH:32]=[CH:33][C:34]([F:37])=[CH:35][CH:36]=1)=[O:16].[CH3:13][NH:14][C:15]([C:17]1[C:21]2[CH:22]=[C:23]([O:27][CH:28]([CH3:30])[CH3:29])[C:24]([N:26]([CH2:10][CH3:11])[CH2:1][CH3:2])=[CH:25][C:20]=2[O:19][C:18]=1[C:31]1[CH:32]=[CH:33][C:34]([F:37])=[CH:35][CH:36]=1)=[O:16], predict the reactants needed to synthesize it. The reactants are: [CH:1](N(C(C)C)CC)(C)[CH3:2].[CH2:10](I)[CH3:11].[CH3:13][NH:14][C:15]([C:17]1[C:21]2[CH:22]=[C:23]([O:27][CH:28]([CH3:30])[CH3:29])[C:24]([NH2:26])=[CH:25][C:20]=2[O:19][C:18]=1[C:31]1[CH:36]=[CH:35][C:34]([F:37])=[CH:33][CH:32]=1)=[O:16]. (5) Given the product [O:32]1[CH2:31][CH2:30][N:29]([CH2:28][CH2:27][CH2:26][NH:25][C:24]([C:14]2[CH:15]=[C:16]3[C:11](=[CH:12][CH:13]=2)[NH:10][C:9]([C:8]2[C:3](=[O:2])[NH:4][CH:5]=[CH:6][CH:7]=2)=[C:17]3[C:18]2[CH:23]=[CH:22][CH:21]=[CH:20][CH:19]=2)=[O:35])[CH2:34][CH2:33]1, predict the reactants needed to synthesize it. The reactants are: C[O:2][C:3]1[C:8]([C:9]2[N:10](C(OC(C)(C)C)=O)[C:11]3[C:16]([C:17]=2[C:18]2[CH:23]=[CH:22][CH:21]=[CH:20][CH:19]=2)=[CH:15][C:14]([C:24](=[O:35])[NH:25][CH2:26][CH2:27][CH2:28][N:29]2[CH2:34][CH2:33][O:32][CH2:31][CH2:30]2)=[CH:13][CH:12]=3)=[CH:7][CH:6]=[CH:5][N:4]=1. (6) Given the product [NH2:32][C:30]1[CH:29]=[CH:28][C:3]([O:4][C:5]2[CH:10]=[CH:9][N:8]=[C:7]3[CH:11]=[C:12]([C:14]4[N:19]=[CH:18][C:17]([CH2:20][N:21]5[CH2:26][CH2:25][O:24][CH2:23][C:22]5=[O:27])=[CH:16][CH:15]=4)[S:13][C:6]=23)=[C:2]([F:1])[CH:31]=1, predict the reactants needed to synthesize it. The reactants are: [F:1][C:2]1[CH:31]=[C:30]([N+:32]([O-])=O)[CH:29]=[CH:28][C:3]=1[O:4][C:5]1[CH:10]=[CH:9][N:8]=[C:7]2[CH:11]=[C:12]([C:14]3[N:19]=[CH:18][C:17]([CH2:20][N:21]4[CH2:26][CH2:25][O:24][CH2:23][C:22]4=[O:27])=[CH:16][CH:15]=3)[S:13][C:6]=12.[NH4+].[Cl-]. (7) Given the product [Br:9][C:10]1[CH:15]=[CH:14][C:13]([O:19][CH3:20])=[C:12]([C:2]2[CH:7]=[CH:6][CH:5]=[CH:4][C:3]=2[I:8])[CH:11]=1, predict the reactants needed to synthesize it. The reactants are: I[C:2]1[CH:7]=[CH:6][CH:5]=[CH:4][C:3]=1[I:8].[Br:9][C:10]1[CH:11]=[CH:12][C:13]([O:19][CH3:20])=[C:14](B(O)O)[CH:15]=1.C(=O)([O-])[O-].[K+].[K+]. (8) Given the product [CH:26]1([N:13]2[C:14]3[C:19](=[CH:18][CH:17]=[CH:16][C:15]=3[C:20]([F:23])([F:21])[F:22])[C:11]([C:9]([C:5]3[CH:6]=[CH:7][CH:8]=[C:3]([O:2][CH3:1])[CH:4]=3)=[O:10])=[N:12]2)[CH2:30][CH2:29][CH2:28][CH2:27]1, predict the reactants needed to synthesize it. The reactants are: [CH3:1][O:2][C:3]1[CH:4]=[C:5]([C:9]([C:11]2[C:19]3[C:14](=[C:15]([C:20]([F:23])([F:22])[F:21])[CH:16]=[CH:17][CH:18]=3)[NH:13][N:12]=2)=[O:10])[CH:6]=[CH:7][CH:8]=1.[H-].[Na+].[CH:26]1(Br)[CH2:30][CH2:29][CH2:28][CH2:27]1. (9) Given the product [Cl:23][C:13]1[CH:12]=[C:11](/[C:4](=[CH:5]\[CH:6]2[CH2:7][CH2:8][CH2:9][CH2:10]2)/[C:3]([OH:24])=[O:2])[CH:16]=[CH:15][C:14]=1[N:17]1[C:21]([CH3:22])=[N:20][N:19]=[N:18]1, predict the reactants needed to synthesize it. The reactants are: C[O:2][C:3](=[O:24])/[C:4](/[C:11]1[CH:16]=[CH:15][C:14]([N:17]2[C:21]([CH3:22])=[N:20][N:19]=[N:18]2)=[C:13]([Cl:23])[CH:12]=1)=[CH:5]/[CH:6]1[CH2:10][CH2:9][CH2:8][CH2:7]1.[OH-].[Na+]. (10) Given the product [F:26][C:27]([F:40])([F:39])[S:28]([O:18][C:4]1[CH:3]=[C:2]([Cl:1])[N:7]=[N:6][C:5]=1[O:8][C:9]1[CH:14]=[CH:13][CH:12]=[CH:11][C:10]=1[CH:15]1[CH2:16][CH2:17]1)(=[O:30])=[O:29], predict the reactants needed to synthesize it. The reactants are: [Cl:1][C:2]1[N:7]=[N:6][C:5]([O:8][C:9]2[CH:14]=[CH:13][CH:12]=[CH:11][C:10]=2[CH:15]2[CH2:17][CH2:16]2)=[C:4]([OH:18])[CH:3]=1.C(N(CC)CC)C.[F:26][C:27]([F:40])([F:39])[S:28](O[S:28]([C:27]([F:40])([F:39])[F:26])(=[O:30])=[O:29])(=[O:30])=[O:29].